From a dataset of NCI-60 drug combinations with 297,098 pairs across 59 cell lines. Regression. Given two drug SMILES strings and cell line genomic features, predict the synergy score measuring deviation from expected non-interaction effect. (1) Drug 1: CC1C(C(CC(O1)OC2CC(CC3=C2C(=C4C(=C3O)C(=O)C5=C(C4=O)C(=CC=C5)OC)O)(C(=O)C)O)N)O.Cl. Drug 2: CC12CCC3C(C1CCC2OP(=O)(O)O)CCC4=C3C=CC(=C4)OC(=O)N(CCCl)CCCl.[Na+]. Cell line: K-562. Synergy scores: CSS=0.240, Synergy_ZIP=-6.43, Synergy_Bliss=-4.33, Synergy_Loewe=-22.6, Synergy_HSA=-4.72. (2) Drug 1: CCCS(=O)(=O)NC1=C(C(=C(C=C1)F)C(=O)C2=CNC3=C2C=C(C=N3)C4=CC=C(C=C4)Cl)F. Drug 2: C(=O)(N)NO. Cell line: SK-OV-3. Synergy scores: CSS=-0.344, Synergy_ZIP=1.24, Synergy_Bliss=0.267, Synergy_Loewe=-0.881, Synergy_HSA=-1.30. (3) Drug 1: CC12CCC(CC1=CCC3C2CCC4(C3CC=C4C5=CN=CC=C5)C)O. Drug 2: C1=CN(C(=O)N=C1N)C2C(C(C(O2)CO)O)O.Cl. Cell line: SK-MEL-5. Synergy scores: CSS=12.8, Synergy_ZIP=-1.96, Synergy_Bliss=7.14, Synergy_Loewe=-0.236, Synergy_HSA=5.13. (4) Drug 1: CC(CN1CC(=O)NC(=O)C1)N2CC(=O)NC(=O)C2. Drug 2: COC1=NC(=NC2=C1N=CN2C3C(C(C(O3)CO)O)O)N. Cell line: UACC-257. Synergy scores: CSS=5.31, Synergy_ZIP=2.72, Synergy_Bliss=5.03, Synergy_Loewe=1.33, Synergy_HSA=1.58. (5) Drug 1: CN1CCC(CC1)COC2=C(C=C3C(=C2)N=CN=C3NC4=C(C=C(C=C4)Br)F)OC. Drug 2: CC1C(C(=O)NC(C(=O)N2CCCC2C(=O)N(CC(=O)N(C(C(=O)O1)C(C)C)C)C)C(C)C)NC(=O)C3=C4C(=C(C=C3)C)OC5=C(C(=O)C(=C(C5=N4)C(=O)NC6C(OC(=O)C(N(C(=O)CN(C(=O)C7CCCN7C(=O)C(NC6=O)C(C)C)C)C)C(C)C)C)N)C. Cell line: HT29. Synergy scores: CSS=48.5, Synergy_ZIP=15.8, Synergy_Bliss=19.9, Synergy_Loewe=15.7, Synergy_HSA=17.4.